From a dataset of Forward reaction prediction with 1.9M reactions from USPTO patents (1976-2016). Predict the product of the given reaction. (1) The product is: [CH3:14][S:15]([O:13][CH:10]1[CH2:11][CH2:12][N:8]([CH2:1][C:2]2[CH:3]=[CH:4][CH:5]=[CH:6][CH:7]=2)[CH2:9]1)(=[O:17])=[O:16]. Given the reactants [CH2:1]([N:8]1[CH2:12][CH2:11][CH:10]([OH:13])[CH2:9]1)[C:2]1[CH:7]=[CH:6][CH:5]=[CH:4][CH:3]=1.[CH3:14][S:15](Cl)(=[O:17])=[O:16].[OH-].[Na+], predict the reaction product. (2) Given the reactants [CH2:1]([N:4]1[CH2:9][CH2:8][CH2:7][CH2:6][CH2:5]1)[C:2]#[CH:3].[CH3:10][O:11][C:12](=[O:42])[CH2:13][O:14][C:15]1[CH:20]=[CH:19][C:18]([O:21][CH2:22][C:23]#[C:24][C:25]2[CH:30]=[C:29]([C:31]#[C:32][CH2:33][N:34]3[CH2:39][CH2:38][CH2:37][CH2:36][CH2:35]3)[CH:28]=[C:27](Br)[CH:26]=2)=[CH:17][C:16]=1[CH3:41], predict the reaction product. The product is: [CH3:10][O:11][C:12](=[O:42])[CH2:13][O:14][C:15]1[CH:20]=[CH:19][C:18]([O:21][CH2:22][C:23]#[C:24][C:25]2[CH:26]=[C:27]([C:3]#[C:2][CH2:1][N:4]3[CH2:9][CH2:8][CH2:7][CH2:6][CH2:5]3)[CH:28]=[C:29]([C:31]#[C:32][CH2:33][N:34]3[CH2:39][CH2:38][CH2:37][CH2:36][CH2:35]3)[CH:30]=2)=[CH:17][C:16]=1[CH3:41]. (3) Given the reactants N[C:2]1[S:3][C:4]([S:7][CH2:8][CH3:9])=[N:5][N:6]=1.N([O-])=O.[Na+].C(Cl)(Cl)[Cl:15], predict the reaction product. The product is: [Cl:15][C:2]1[S:3][C:4]([S:7][CH2:8][CH3:9])=[N:5][N:6]=1. (4) Given the reactants Br[C:2]1[CH:7]=[CH:6][CH:5]=[C:4]([O:8][C:9]2[CH:14]=[CH:13][C:12]([F:15])=[C:11]([F:16])[CH:10]=2)[N:3]=1.[CH3:17][C:18]1[CH:23]=[CH:22][C:21]([S:24]([O:27][CH2:28][C:29]2([CH2:50]OS(C3C=CC(C)=CC=3)(=O)=O)[CH2:34][CH2:33][C:32](C3C=C(OC4CCCCO4)C=C(F)C=3)([OH:35])[CH2:31][CH2:30]2)(=[O:26])=[O:25])=[CH:20][CH:19]=1, predict the reaction product. The product is: [CH3:17][C:18]1[CH:23]=[CH:22][C:21]([S:24]([O:27][CH2:28][C:29]23[CH2:34][CH2:33][C:32]([C:2]4[CH:7]=[CH:6][CH:5]=[C:4]([O:8][C:9]5[CH:14]=[CH:13][C:12]([F:15])=[C:11]([F:16])[CH:10]=5)[N:3]=4)([CH2:31][CH2:30]2)[O:35][CH2:50]3)(=[O:26])=[O:25])=[CH:20][CH:19]=1. (5) Given the reactants [Cl:1][C:2]1[C:3]([F:50])=[C:4]([S:29]([N:32](CC2C=CC(OC)=CC=2OC)[C:33]2[CH:38]=[CH:37][N:36]=[CH:35][N:34]=2)(=[O:31])=[O:30])[CH:5]=[CH:6][C:7]=1[O:8][C@H:9]1[CH2:14][CH2:13][CH2:12][CH2:11][C@@H:10]1[C:15]1[C:16]([N+:26]([O-])=O)=[N:17][N:18](C2CCCCO2)[CH:19]=1.C([SiH](CC)CC)C.FC(F)(F)C(O)=O.ClCCl, predict the reaction product. The product is: [NH2:26][C:16]1[C:15]([C@H:10]2[CH2:11][CH2:12][CH2:13][CH2:14][C@@H:9]2[O:8][C:7]2[CH:6]=[CH:5][C:4]([S:29]([NH:32][C:33]3[CH:38]=[CH:37][N:36]=[CH:35][N:34]=3)(=[O:31])=[O:30])=[C:3]([F:50])[C:2]=2[Cl:1])=[CH:19][NH:18][N:17]=1. (6) Given the reactants [Cl:1][C:2]1[CH:3]=[C:4]([CH:9]([F:11])[F:10])[C:5](F)=[N:6][CH:7]=1.[NH:12]1[CH2:17][CH2:16][CH:15]([C:18]([OH:21])([CH3:20])[CH3:19])[CH2:14][CH2:13]1, predict the reaction product. The product is: [Cl:1][C:2]1[CH:3]=[C:4]([CH:9]([F:11])[F:10])[C:5]([N:12]2[CH2:17][CH2:16][CH:15]([C:18]([OH:21])([CH3:20])[CH3:19])[CH2:14][CH2:13]2)=[N:6][CH:7]=1.